Dataset: Catalyst prediction with 721,799 reactions and 888 catalyst types from USPTO. Task: Predict which catalyst facilitates the given reaction. (1) Reactant: C1(P(C2CCCCC2)C2C=CC=CC=2C2C(C(C)C)=CC(C(C)C)=CC=2C(C)C)CCCCC1.[O:35]1[CH2:40][CH2:39][N:38]([C:41]2[C:46]([NH2:47])=[CH:45][C:44]([N:48]3[CH2:53][CH2:52][O:51][CH2:50][CH2:49]3)=[CH:43][N:42]=2)[CH2:37][CH2:36]1.Cl[C:55]1[C:64]2[C:59](=[CH:60][C:61]([F:66])=[CH:62][C:63]=2[F:65])[N:58]=[C:57]([C:67]2[CH:72]=[CH:71][CH:70]=[C:69]([CH3:73])[C:68]=2[CH3:74])[C:56]=1[CH3:75].CC(C)([O-])C.[Na+]. Product: [CH3:74][C:68]1[C:69]([CH3:73])=[CH:70][CH:71]=[CH:72][C:67]=1[C:57]1[C:56]([CH3:75])=[C:55]([NH:47][C:46]2[C:41]([N:38]3[CH2:39][CH2:40][O:35][CH2:36][CH2:37]3)=[N:42][CH:43]=[C:44]([N:48]3[CH2:49][CH2:50][O:51][CH2:52][CH2:53]3)[CH:45]=2)[C:64]2[C:59](=[CH:60][C:61]([F:66])=[CH:62][C:63]=2[F:65])[N:58]=1. The catalyst class is: 101. (2) Reactant: [Cl:1][C:2]1[S:3][C:4]2[CH:10]=[C:9]([OH:11])[CH:8]=[CH:7][C:5]=2[N:6]=1.[CH:12](O)([CH3:14])[CH3:13].C1(P(C2C=CC=CC=2)C2C=CC=CC=2)C=CC=CC=1.CC(OC(/N=N/C(OC(C)C)=O)=O)C. Product: [Cl:1][C:2]1[S:3][C:4]2[CH:10]=[C:9]([O:11][CH:12]([CH3:14])[CH3:13])[CH:8]=[CH:7][C:5]=2[N:6]=1. The catalyst class is: 1. (3) Reactant: [CH3:1][C:2]1[C:7]2[NH:8][C:9](=[O:12])[CH2:10][O:11][C:6]=2[CH:5]=[CH:4][CH:3]=1.C([O-])([O-])=O.[Cs+].[Cs+].[Cl:19][CH2:20][CH2:21][CH2:22]I. Product: [Cl:19][CH2:20][CH2:21][CH2:22][N:8]1[C:7]2[C:2]([CH3:1])=[CH:3][CH:4]=[CH:5][C:6]=2[O:11][CH2:10][C:9]1=[O:12]. The catalyst class is: 243. (4) The catalyst class is: 473. Reactant: Br.[CH3:2][C:3]1[N:4]=[C:5]([NH2:20])[S:6][C:7]=1[C:8]1[CH:13]=[CH:12][N:11]=[C:10]([N:14]2[CH2:19][CH2:18][O:17][CH2:16][CH2:15]2)[CH:9]=1.C(N(C(C)C)C(C)C)C.[N:30]([CH2:33][CH2:34][C:35]([O:37][CH2:38][CH3:39])=[O:36])=[C:31]=[O:32].CCOCC. Product: [CH2:38]([O:37][C:35](=[O:36])[CH2:34][CH2:33][NH:30][C:31]([NH:20][C:5]1[S:6][C:7]([C:8]2[CH:13]=[CH:12][N:11]=[C:10]([N:14]3[CH2:15][CH2:16][O:17][CH2:18][CH2:19]3)[CH:9]=2)=[C:3]([CH3:2])[N:4]=1)=[O:32])[CH3:39]. (5) Reactant: CC(C)(O[N:5]([C@H:9]([CH2:39][C:40]1[CH:45]=[CH:44][CH:43]=[CH:42][CH:41]=1)[C:10]([NH:12][C:13]1[CH:18]=[C:17]([NH:19][C:20]([N:22]2[CH2:26][CH2:25][CH2:24][CH2:23]2)=[O:21])[CH:16]=[C:15]([NH:27][C:28]2[N:33]=[C:32]([O:34][CH2:35][C:36]#[CH:37])[C:31]([Br:38])=[CH:30][N:29]=2)[CH:14]=1)=[O:11])C(=O)[O-])C.S(=O)(=O)(O)O.O. Product: [NH2:5][C@H:9]([CH2:39][C:40]1[CH:41]=[CH:42][CH:43]=[CH:44][CH:45]=1)[C:10]([NH:12][C:13]1[CH:18]=[C:17]([NH:19][C:20]([N:22]2[CH2:26][CH2:25][CH2:24][CH2:23]2)=[O:21])[CH:16]=[C:15]([NH:27][C:28]2[N:33]=[C:32]([O:34][CH2:35][C:36]#[CH:37])[C:31]([Br:38])=[CH:30][N:29]=2)[CH:14]=1)=[O:11]. The catalyst class is: 12.